Dataset: Catalyst prediction with 721,799 reactions and 888 catalyst types from USPTO. Task: Predict which catalyst facilitates the given reaction. (1) Reactant: Cl[C:2]1[CH:7]=[C:6]([Cl:8])[N:5]=[CH:4][N:3]=1.[NH2:9][C:10]1[CH:11]=[C:12]2[C:16](=[CH:17][CH:18]=1)[NH:15][CH:14]=[CH:13]2.C(N(CC)C(C)C)(C)C. Product: [Cl:8][C:6]1[N:5]=[CH:4][N:3]=[C:2]([NH:9][C:10]2[CH:11]=[C:12]3[C:16](=[CH:17][CH:18]=2)[NH:15][CH:14]=[CH:13]3)[CH:7]=1. The catalyst class is: 60. (2) Product: [Cl:29][C:26]1[CH:27]=[CH:28][C:23]([S:22][C:17]2[CH:18]=[CH:19][CH:20]=[CH:21][C:16]=2[C:12]2[CH2:13][CH2:14][NH:9][CH2:10][CH:11]=2)=[CH:24][CH:25]=1. The catalyst class is: 15. Reactant: Cl.C(OC([N:9]1[CH2:14][CH2:13][C:12]([C:16]2[CH:21]=[CH:20][CH:19]=[CH:18][C:17]=2[S:22][C:23]2[CH:28]=[CH:27][C:26]([Cl:29])=[CH:25][CH:24]=2)(O)[CH2:11][CH2:10]1)=O)(C)(C)C.[OH-].[Na+].